Dataset: Peptide-MHC class II binding affinity with 134,281 pairs from IEDB. Task: Regression. Given a peptide amino acid sequence and an MHC pseudo amino acid sequence, predict their binding affinity value. This is MHC class II binding data. (1) The peptide sequence is VVIQDNSDIKVVPRRKAKII. The MHC is DRB4_0101 with pseudo-sequence DRB4_0103. The binding affinity (normalized) is 0.377. (2) The peptide sequence is IAFFRKEPLKECGGI. The MHC is DRB1_0405 with pseudo-sequence DRB1_0405. The binding affinity (normalized) is 0.509. (3) The binding affinity (normalized) is 0.780. The MHC is DRB1_1602 with pseudo-sequence DRB1_1602. The peptide sequence is YDHFLANVSTVLTGK. (4) The peptide sequence is CDASILIDPLSNQSA. The MHC is DRB1_0701 with pseudo-sequence DRB1_0701. The binding affinity (normalized) is 0.230. (5) The peptide sequence is VEALYLVCGERGFFY. The MHC is DRB3_0101 with pseudo-sequence DRB3_0101. The binding affinity (normalized) is 0.224.